The task is: Predict the product of the given reaction.. This data is from Forward reaction prediction with 1.9M reactions from USPTO patents (1976-2016). (1) Given the reactants [CH:1]1([N:7]2[C:12](=[O:13])[CH:11]=[C:10]([OH:14])[N:9]=[C:8]2[CH3:15])[CH2:6][CH2:5][CH2:4][CH2:3][CH2:2]1.CCN(C(C)C)C(C)C.[N:25]([CH2:28][C:29]([O:31]CC)=[O:30])=[C:26]=[O:27].[OH-].[Na+].Cl, predict the reaction product. The product is: [CH:1]1([N:7]2[C:12](=[O:13])[C:11]([C:26]([NH:25][CH2:28][C:29]([OH:31])=[O:30])=[O:27])=[C:10]([OH:14])[N:9]=[C:8]2[CH3:15])[CH2:2][CH2:3][CH2:4][CH2:5][CH2:6]1. (2) Given the reactants [N+:1]([C:4]1[CH:5]=[N:6][NH:7][CH:8]=1)([O-:3])=[O:2].[CH2:9]1[O:11][CH:10]1[CH2:12]O.C1(P(C2C=CC=CC=2)C2C=CC=CC=2)C=CC=CC=1.CC(OC(/N=N/C(OC(C)C)=O)=O)C, predict the reaction product. The product is: [N+:1]([C:4]1[CH:5]=[N:6][N:7]([CH2:12][CH:10]2[CH2:9][O:11]2)[CH:8]=1)([O-:3])=[O:2]. (3) Given the reactants CO[C:3](=[O:12])[C:4]1[CH:9]=[CH:8][CH:7]=[CH:6][C:5]=1[CH2:10]Br.[CH3:13][O:14][C:15]1[CH:16]=[C:17]([CH2:21][CH2:22][CH2:23][NH2:24])[CH:18]=[CH:19][CH:20]=1.C([O-])([O-])=O.[K+].[K+].C(OCC)(=O)C, predict the reaction product. The product is: [CH3:13][O:14][C:15]1[CH:16]=[C:17]([CH2:21][CH2:22][CH2:23][N:24]2[CH2:10][C:5]3[C:4](=[CH:9][CH:8]=[CH:7][CH:6]=3)[C:3]2=[O:12])[CH:18]=[CH:19][CH:20]=1. (4) Given the reactants Cl.[CH3:2][O:3][C:4](=[O:22])[C@H:5]([CH2:7][C:8]1[CH:13]=[CH:12][C:11]([C:14]2[CH:19]=[CH:18][CH:17]=[CH:16][C:15]=2[O:20][CH3:21])=[CH:10][CH:9]=1)[NH2:6].[C:23]1([C@H:29]([CH3:33])[C:30](O)=[O:31])[CH:28]=[CH:27][CH:26]=[CH:25][CH:24]=1.C1C=CC2N(O)N=NC=2C=1.CCN(C(C)C)C(C)C, predict the reaction product. The product is: [CH3:2][O:3][C:4](=[O:22])[C@H:5]([CH2:7][C:8]1[CH:13]=[CH:12][C:11]([C:14]2[CH:19]=[CH:18][CH:17]=[CH:16][C:15]=2[O:20][CH3:21])=[CH:10][CH:9]=1)[NH:6][C:30](=[O:31])[C@H:29]([C:23]1[CH:28]=[CH:27][CH:26]=[CH:25][CH:24]=1)[CH3:33]. (5) Given the reactants Cl.[Cl:2][C:3]1[CH:8]=[CH:7][C:6]([NH:9][NH2:10])=[CH:5][CH:4]=1.C(N(CC)CC)C.[OH:18][C:19]1([C:29]#[C:30][C:31]([C:33]2[CH:38]=[CH:37][C:36]([CH3:39])=[CH:35][CH:34]=2)=O)[CH2:28][CH2:27][C:22]2([O:26][CH2:25][CH2:24][O:23]2)[CH2:21][CH2:20]1, predict the reaction product. The product is: [Cl:2][C:3]1[CH:8]=[CH:7][C:6]([N:9]2[C:31]([C:33]3[CH:34]=[CH:35][C:36]([CH3:39])=[CH:37][CH:38]=3)=[CH:30][C:29]([C:19]3([OH:18])[CH2:28][CH2:27][C:22]4([O:23][CH2:24][CH2:25][O:26]4)[CH2:21][CH2:20]3)=[N:10]2)=[CH:5][CH:4]=1. (6) Given the reactants [CH2:1]([O:3][C:4]([C:6]1([NH:11][C:12]([CH:14]2[CH2:18][CH:17]([O:19][C:20]3[C:29]4[C:24](=[C:25]([CH3:32])[C:26]([O:30][CH3:31])=[CH:27][CH:28]=4)[N:23]=[C:22]([C:33]4[CH:38]=[CH:37][CH:36]=[C:35]([CH:39]([CH3:41])[CH3:40])[N:34]=4)[CH:21]=3)[CH2:16][CH:15]2[C:42](=[O:51])[N:43]([CH2:45][CH2:46][CH2:47][CH2:48]C=C)[CH3:44])=[O:13])[CH2:8][CH:7]1[CH:9]=[CH2:10])=[O:5])[CH3:2], predict the reaction product. The product is: [CH2:1]([O:3][C:4]([C:6]12[CH2:8][CH:7]1[CH:9]=[CH:10][CH2:48][CH2:47][CH2:46][CH2:45][N:43]([CH3:44])[C:42](=[O:51])[CH:15]1[CH:14]([CH2:18][CH:17]([O:19][C:20]3[C:29]4[C:24](=[C:25]([CH3:32])[C:26]([O:30][CH3:31])=[CH:27][CH:28]=4)[N:23]=[C:22]([C:33]4[CH:38]=[CH:37][CH:36]=[C:35]([CH:39]([CH3:40])[CH3:41])[N:34]=4)[CH:21]=3)[CH2:16]1)[C:12](=[O:13])[NH:11]2)=[O:5])[CH3:2]. (7) The product is: [F:29][C:28]([F:31])([F:30])[S:25]([O:17][C:4]1[CH:5]=[C:6]([C:9]2[CH:14]=[CH:13][CH:12]=[C:11]([C:15]#[N:16])[CH:10]=2)[CH:7]=[CH:8][C:3]=1[CH:1]=[O:2])(=[O:26])=[O:24]. Given the reactants [CH:1]([C:3]1[CH:8]=[CH:7][C:6]([C:9]2[CH:14]=[CH:13][CH:12]=[C:11]([C:15]#[N:16])[CH:10]=2)=[CH:5][C:4]=1[OH:17])=[O:2].N1C=CC=CC=1.[O:24](S(C(F)(F)F)(=O)=O)[S:25]([C:28]([F:31])([F:30])[F:29])(=O)=[O:26], predict the reaction product. (8) Given the reactants [Cl:1][C:2]1[N:7]=[C:6](Cl)[C:5]([I:9])=[CH:4][N:3]=1.C([N:13]([CH2:17][CH3:18])[CH:14]([CH3:16])C)(C)C.N1CCCC1.Cl, predict the reaction product. The product is: [Cl:1][C:2]1[N:7]=[C:6]([N:13]2[CH2:14][CH2:16][CH2:18][CH2:17]2)[C:5]([I:9])=[CH:4][N:3]=1. (9) Given the reactants C(OCC)(=O)C.Cl.[S:8]1[CH:12]=[CH:11][C:10]([C:13]2[CH:14]=[C:15]3[C:20](=[CH:21][CH:22]=2)[CH2:19][NH:18][CH2:17][CH2:16]3)=[CH:9]1.C([O:26][C@@H:27]([C:29]1[N:34]=[C:33](Cl)[CH:32]=[CH:31][N:30]=1)[CH3:28])(=O)C.C(N(CC)CC)C, predict the reaction product. The product is: [S:8]1[CH:12]=[CH:11][C:10]([C:13]2[CH:14]=[C:15]3[C:20](=[CH:21][CH:22]=2)[CH2:19][N:18]([C:31]2[CH:32]=[CH:33][N:34]=[C:29]([CH:27]([OH:26])[CH3:28])[N:30]=2)[CH2:17][CH2:16]3)=[CH:9]1.